Dataset: Full USPTO retrosynthesis dataset with 1.9M reactions from patents (1976-2016). Task: Predict the reactants needed to synthesize the given product. (1) Given the product [F:35][C:2]1([F:1])[O:6][C:5]2[CH:7]=[CH:8][C:9]([C:11]3([C:14]([NH:16][C@H:17]4[CH2:22][C:21]([CH3:24])([CH3:23])[O:20][C@@H:19]([C:25]5[CH:26]=[CH:27][C:28]([C:29]([OH:31])=[O:30])=[CH:33][CH:34]=5)[CH2:18]4)=[O:15])[CH2:12][CH2:13]3)=[CH:10][C:4]=2[O:3]1, predict the reactants needed to synthesize it. The reactants are: [F:1][C:2]1([F:35])[O:6][C:5]2[CH:7]=[CH:8][C:9]([C:11]3([C:14]([NH:16][C@H:17]4[CH2:22][C:21]([CH3:24])([CH3:23])[O:20][C@@H:19]([C:25]5[CH:34]=[CH:33][C:28]([C:29]([O:31]C)=[O:30])=[CH:27][CH:26]=5)[CH2:18]4)=[O:15])[CH2:13][CH2:12]3)=[CH:10][C:4]=2[O:3]1.FC1(F)OC2C=CC(C3(C(N[C@H]4CCO[C@@H](C5C=C(C=CC=5)C(OC)=O)C4)=O)CC3)=CC=2O1. (2) Given the product [CH3:19][O:20][C:21]([C:23]1[N:24]=[C:25]([CH3:35])[S:26][C:27]=1[C:28]1[CH:33]=[CH:32][CH:31]=[C:30]([O:34][CH2:39][CH2:38][O:37][CH3:36])[CH:29]=1)=[O:22], predict the reactants needed to synthesize it. The reactants are: C1CCN(C(/N=N/C(N2CCCCC2)=O)=O)CC1.[CH3:19][O:20][C:21]([C:23]1[N:24]=[C:25]([CH3:35])[S:26][C:27]=1[C:28]1[CH:33]=[CH:32][CH:31]=[C:30]([OH:34])[CH:29]=1)=[O:22].[CH3:36][O:37][CH2:38][CH2:39]O.C(P(CCCC)CCCC)CCC. (3) Given the product [F:23][C:21]1[CH:20]=[C:19]([C:24]2[CH:25]=[CH:26][C:27]([NH:30][C:13]([C@H:10]3[CH2:9][CH2:8][C@H:7]([N:6]4[CH2:5][CH2:4][O:3][C:2]4=[O:1])[CH2:12][CH2:11]3)=[O:15])=[N:28][CH:29]=2)[CH:18]=[C:17]([F:16])[CH:22]=1, predict the reactants needed to synthesize it. The reactants are: [O:1]=[C:2]1[N:6]([C@H:7]2[CH2:12][CH2:11][C@H:10]([C:13]([OH:15])=O)[CH2:9][CH2:8]2)[CH2:5][CH2:4][O:3]1.[F:16][C:17]1[CH:18]=[C:19]([C:24]2[CH:25]=[CH:26][C:27]([NH2:30])=[N:28][CH:29]=2)[CH:20]=[C:21]([F:23])[CH:22]=1.